From a dataset of CYP3A4 inhibition data for predicting drug metabolism from PubChem BioAssay. Regression/Classification. Given a drug SMILES string, predict its absorption, distribution, metabolism, or excretion properties. Task type varies by dataset: regression for continuous measurements (e.g., permeability, clearance, half-life) or binary classification for categorical outcomes (e.g., BBB penetration, CYP inhibition). Dataset: cyp3a4_veith. (1) The compound is COc1ccc(C(=O)NC(=S)NC(C)C)cc1Br. The result is 0 (non-inhibitor). (2) The compound is O=S(=O)(c1ccccc1)N1CCC[C@@]2(CCN(c3ccccc3)C2)C1. The result is 1 (inhibitor). (3) The result is 1 (inhibitor). The drug is COc1cc(C(=O)NC(=S)Nc2ccc3oc(=O)ccc3c2)cc(OC)c1OC. (4) The molecule is Cc1ccc2c(c1)[C@@H]1CN(C)CC[C@@H]1N2S(=O)(=O)c1ccc(F)cc1.Cl. The result is 1 (inhibitor). (5) The molecule is Cc1cc(=O)oc(C)c1C(=O)N1CCCc2ccccc21. The result is 0 (non-inhibitor). (6) The drug is O=C(c1ccco1)N1CCN(c2nc(-c3ccc(F)cc3)cs2)CC1. The result is 0 (non-inhibitor).